Predict the reaction yield, written as a fraction of the theoretical maximum amount of product (1.0 means a 100% yield; for example, 0.34 means a 34% yield). From a dataset of Reaction yield outcomes from USPTO patents with 853,638 reactions. (1) The catalyst is O1CCCC1. The product is [C:3]([O:7][C:8]([N:10]1[CH2:15][CH2:14][C@@H:13]([O:16][CH3:1])[C@H:12]([N:17]=[N+:18]=[N-:19])[CH2:11]1)=[O:9])([CH3:6])([CH3:4])[CH3:5]. The reactants are [CH3:1]I.[C:3]([O:7][C:8]([N:10]1[CH2:15][CH2:14][C@@H:13]([OH:16])[C@H:12]([N:17]=[N+:18]=[N-:19])[CH2:11]1)=[O:9])([CH3:6])([CH3:5])[CH3:4].[H-].[Na+]. The yield is 0.750. (2) The reactants are [F:1][C:2]1[CH:7]=[CH:6][CH:5]=[CH:4][C:3]=1[N:8]1[C:16]2[C:11](=[C:12]([N:17]3[CH2:21][CH2:20][NH:19][C:18]3=[O:22])[CH:13]=[CH:14][CH:15]=2)[CH:10]=[N:9]1.[O-]P([O-])([O-])=O.[K+].[K+].[K+].Br[C:32]1[CH:33]=[N:34][CH:35]=[CH:36][CH:37]=1.CN[C@@H]1CCCC[C@H]1NC. The catalyst is O1CCOCC1.[Cu]I. The product is [F:1][C:2]1[CH:7]=[CH:6][CH:5]=[CH:4][C:3]=1[N:8]1[C:16]2[C:11](=[C:12]([N:17]3[CH2:21][CH2:20][N:19]([C:32]4[CH:33]=[N:34][CH:35]=[CH:36][CH:37]=4)[C:18]3=[O:22])[CH:13]=[CH:14][CH:15]=2)[CH:10]=[N:9]1. The yield is 0.570. (3) The reactants are [F:1][C:2]1[C:7]2[N:8]=[CH:9][S:10][C:6]=2[CH:5]=[C:4]([NH:11]CC2C=CC(OC)=CC=2)[CH:3]=1.C(O)(C(F)(F)F)=O. No catalyst specified. The product is [F:1][C:2]1[C:7]2[N:8]=[CH:9][S:10][C:6]=2[CH:5]=[C:4]([NH2:11])[CH:3]=1. The yield is 0.740. (4) The reactants are C([N:19](CC)[C:18](=[O:20])[C:14]1[CH:15]=[CH:16][C:17](C(=C2CCNCC2)[C:12]2[CH:17]=[CH:16][CH:15]=[C:14]([C:18](=[O:20])[NH2:19])[CH:13]=2)=[CH:12][CH:13]=1)C.S1C=CC=C1C=O.C(O)(=O)C. The catalyst is CO. The product is [C:18]([NH2:19])(=[O:20])[C:14]1[CH:15]=[CH:16][CH:17]=[CH:12][CH:13]=1. The yield is 0.890.